Dataset: hERG Central: cardiac toxicity at 1µM, 10µM, and general inhibition. Task: Predict hERG channel inhibition at various concentrations. The drug is Cc1ccc(-c2ccc(=O)n(CCC(=O)N3CCC4(CC3)OCCO4)n2)cc1. Results: hERG_inhib (hERG inhibition (general)): blocker.